This data is from NCI-60 drug combinations with 297,098 pairs across 59 cell lines. The task is: Regression. Given two drug SMILES strings and cell line genomic features, predict the synergy score measuring deviation from expected non-interaction effect. (1) Drug 2: C(CN)CNCCSP(=O)(O)O. Synergy scores: CSS=30.6, Synergy_ZIP=-0.890, Synergy_Bliss=2.33, Synergy_Loewe=-12.1, Synergy_HSA=1.34. Drug 1: C1=NC2=C(N1)C(=S)N=C(N2)N. Cell line: HS 578T. (2) Drug 1: C1=CC=C(C=C1)NC(=O)CCCCCCC(=O)NO. Drug 2: B(C(CC(C)C)NC(=O)C(CC1=CC=CC=C1)NC(=O)C2=NC=CN=C2)(O)O. Cell line: SF-539. Synergy scores: CSS=32.5, Synergy_ZIP=-1.10, Synergy_Bliss=5.93, Synergy_Loewe=-6.97, Synergy_HSA=1.63. (3) Drug 1: CN1CCC(CC1)COC2=C(C=C3C(=C2)N=CN=C3NC4=C(C=C(C=C4)Br)F)OC. Drug 2: CC1=C2C(C(=O)C3(C(CC4C(C3C(C(C2(C)C)(CC1OC(=O)C(C(C5=CC=CC=C5)NC(=O)C6=CC=CC=C6)O)O)OC(=O)C7=CC=CC=C7)(CO4)OC(=O)C)O)C)OC(=O)C. Cell line: SF-268. Synergy scores: CSS=25.1, Synergy_ZIP=5.35, Synergy_Bliss=6.87, Synergy_Loewe=-35.4, Synergy_HSA=3.02. (4) Drug 1: CC1=C2C(C(=O)C3(C(CC4C(C3C(C(C2(C)C)(CC1OC(=O)C(C(C5=CC=CC=C5)NC(=O)OC(C)(C)C)O)O)OC(=O)C6=CC=CC=C6)(CO4)OC(=O)C)OC)C)OC. Drug 2: CCC(=C(C1=CC=CC=C1)C2=CC=C(C=C2)OCCN(C)C)C3=CC=CC=C3.C(C(=O)O)C(CC(=O)O)(C(=O)O)O. Cell line: SK-MEL-28. Synergy scores: CSS=40.0, Synergy_ZIP=5.80, Synergy_Bliss=6.66, Synergy_Loewe=-10.7, Synergy_HSA=5.06.